From a dataset of Full USPTO retrosynthesis dataset with 1.9M reactions from patents (1976-2016). Predict the reactants needed to synthesize the given product. Given the product [Br:1][C:2]1[CH:3]=[C:4]([C:9](=[O:25])[C:10]([C:12]2[CH:17]=[CH:16][C:15]([O:18][CH:19]([F:21])[F:20])=[C:14]([CH2:22][CH2:23][F:24])[CH:13]=2)=[O:11])[CH:5]=[CH:6][C:7]=1[C:3]#[C:2][CH2:7][CH2:6][CH3:5], predict the reactants needed to synthesize it. The reactants are: [Br:1][C:2]1[CH:3]=[C:4]([C:9](=[O:25])[C:10]([C:12]2[CH:17]=[CH:16][C:15]([O:18][CH:19]([F:21])[F:20])=[C:14]([CH2:22][CH2:23][F:24])[CH:13]=2)=[O:11])[CH:5]=[CH:6][C:7]=1F.CN(C=O)C.